This data is from NCI-60 drug combinations with 297,098 pairs across 59 cell lines. The task is: Regression. Given two drug SMILES strings and cell line genomic features, predict the synergy score measuring deviation from expected non-interaction effect. (1) Synergy scores: CSS=-1.99, Synergy_ZIP=-0.206, Synergy_Bliss=-3.04, Synergy_Loewe=-4.88, Synergy_HSA=-4.57. Drug 1: CC1=CC2C(CCC3(C2CCC3(C(=O)C)OC(=O)C)C)C4(C1=CC(=O)CC4)C. Cell line: IGROV1. Drug 2: CN1C2=C(C=C(C=C2)N(CCCl)CCCl)N=C1CCCC(=O)O.Cl. (2) Drug 1: C1=NC2=C(N=C(N=C2N1C3C(C(C(O3)CO)O)O)F)N. Drug 2: C(=O)(N)NO. Cell line: MDA-MB-435. Synergy scores: CSS=0.499, Synergy_ZIP=0.0106, Synergy_Bliss=0.687, Synergy_Loewe=-3.66, Synergy_HSA=-1.72. (3) Drug 1: CCC1(CC2CC(C3=C(CCN(C2)C1)C4=CC=CC=C4N3)(C5=C(C=C6C(=C5)C78CCN9C7C(C=CC9)(C(C(C8N6C=O)(C(=O)OC)O)OC(=O)C)CC)OC)C(=O)OC)O.OS(=O)(=O)O. Drug 2: CC1=C(N=C(N=C1N)C(CC(=O)N)NCC(C(=O)N)N)C(=O)NC(C(C2=CN=CN2)OC3C(C(C(C(O3)CO)O)O)OC4C(C(C(C(O4)CO)O)OC(=O)N)O)C(=O)NC(C)C(C(C)C(=O)NC(C(C)O)C(=O)NCCC5=NC(=CS5)C6=NC(=CS6)C(=O)NCCC[S+](C)C)O. Cell line: OVCAR-5. Synergy scores: CSS=24.1, Synergy_ZIP=-7.30, Synergy_Bliss=0.660, Synergy_Loewe=0.937, Synergy_HSA=1.72. (4) Drug 1: C1CCC(C1)C(CC#N)N2C=C(C=N2)C3=C4C=CNC4=NC=N3. Drug 2: CN(CC1=CN=C2C(=N1)C(=NC(=N2)N)N)C3=CC=C(C=C3)C(=O)NC(CCC(=O)O)C(=O)O. Cell line: IGROV1. Synergy scores: CSS=10.5, Synergy_ZIP=-9.50, Synergy_Bliss=-5.54, Synergy_Loewe=-17.4, Synergy_HSA=-4.64.